Dataset: Catalyst prediction with 721,799 reactions and 888 catalyst types from USPTO. Task: Predict which catalyst facilitates the given reaction. (1) Reactant: C([N:8]([CH2:30][CH2:31][O:32][CH2:33][CH2:34][CH2:35][CH2:36][CH2:37][CH2:38][CH2:39][CH2:40]/[CH:41]=[CH:42]\[CH2:43]/[CH:44]=[CH:45]\[CH2:46][CH2:47][CH2:48][CH2:49][CH3:50])[CH2:9][CH2:10][O:11][CH2:12][CH2:13][CH2:14][CH2:15][CH2:16][CH2:17][CH2:18][CH2:19]/[CH:20]=[CH:21]\[CH2:22]/[CH:23]=[CH:24]\[CH2:25][CH2:26][CH2:27][CH2:28][CH3:29])C1C=CC=CC=1.ClC(OC(Cl)C)=O.CO.C(=O)([O-])O.[Na+]. Product: [CH2:33]([O:32][CH2:31][CH2:30][NH:8][CH2:9][CH2:10][O:11][CH2:12][CH2:13][CH2:14][CH2:15][CH2:16][CH2:17][CH2:18][CH2:19]/[CH:20]=[CH:21]\[CH2:22]/[CH:23]=[CH:24]\[CH2:25][CH2:26][CH2:27][CH2:28][CH3:29])[CH2:34][CH2:35][CH2:36][CH2:37][CH2:38][CH2:39][CH2:40]/[CH:41]=[CH:42]\[CH2:43]/[CH:44]=[CH:45]\[CH2:46][CH2:47][CH2:48][CH2:49][CH3:50]. The catalyst class is: 26. (2) Reactant: Br[CH:2]([C:6]1[CH:11]=[CH:10][CH:9]=[CH:8][CH:7]=1)[C:3]([OH:5])=[O:4].[NH2:12][C:13]1[CH:18]=[CH:17][CH:16]=[CH:15][CH:14]=1. Product: [C:6]1([CH:2]([NH:12][C:13]2[CH:18]=[CH:17][CH:16]=[CH:15][CH:14]=2)[C:3]([OH:5])=[O:4])[CH:11]=[CH:10][CH:9]=[CH:8][CH:7]=1. The catalyst class is: 4. (3) Reactant: [Br:1][C:2]1[C:3](/[N:9]=[CH:10]/[N:11](C)C)=[N:4][CH:5]=[C:6]([Cl:8])[CH:7]=1.Cl.N[OH:16]. Product: [Br:1][C:2]1[C:3](/[N:9]=[CH:10]/[NH:11][OH:16])=[N:4][CH:5]=[C:6]([Cl:8])[CH:7]=1. The catalyst class is: 5. (4) Reactant: Cl[C:2]1[N:7]=[C:6]([N:8]2[CH2:12][CH2:11][CH2:10][CH:9]2[C:13]2[O:17][N:16]=[C:15]([C:18]3[CH:23]=[CH:22][CH:21]=[CH:20][N:19]=3)[CH:14]=2)[N:5]=[C:4]([NH:24][C:25]2[CH:29]=[C:28]([CH3:30])[NH:27][N:26]=2)[CH:3]=1.[CH3:31][O:32][CH2:33][CH2:34][NH2:35]. Product: [CH3:31][O:32][CH2:33][CH2:34][NH:35][C:2]1[N:7]=[C:6]([N:8]2[CH2:12][CH2:11][CH2:10][CH:9]2[C:13]2[O:17][N:16]=[C:15]([C:18]3[CH:23]=[CH:22][CH:21]=[CH:20][N:19]=3)[CH:14]=2)[N:5]=[C:4]([NH:24][C:25]2[CH:29]=[C:28]([CH3:30])[NH:27][N:26]=2)[CH:3]=1. The catalyst class is: 12. (5) Reactant: [F:1][C:2]([F:22])([F:21])[C:3]1[CH:4]=[C:5]([CH:14]=[C:15]([C:17]([F:20])([F:19])[F:18])[CH:16]=1)[CH2:6][NH:7][C:8]1[N:9]=[N:10][N:11]([CH3:13])[N:12]=1.[H-].[Na+].Br[CH2:26][C:27]1[CH:32]=[C:31]([C:33]([F:36])([F:35])[F:34])[CH:30]=[CH:29][C:28]=1[C@H:37]([CH:40]1[CH2:44][CH2:43][CH2:42][CH2:41]1)[O:38][CH3:39]. Product: [F:18][C:17]([F:19])([F:20])[C:15]1[CH:14]=[C:5]([CH:4]=[C:3]([C:2]([F:1])([F:21])[F:22])[CH:16]=1)[CH2:6][N:7]([CH2:26][C:27]1[CH:32]=[C:31]([C:33]([F:34])([F:35])[F:36])[CH:30]=[CH:29][C:28]=1[C@H:37]([CH:40]1[CH2:44][CH2:43][CH2:42][CH2:41]1)[O:38][CH3:39])[C:8]1[N:9]=[N:10][N:11]([CH3:13])[N:12]=1. The catalyst class is: 3. (6) Reactant: [F-].C([N+](CCCC)(CCCC)CCCC)CCC.[CH2:19]([O:26][C:27]1[CH:32]=[CH:31][C:30]([C:33]2[CH:38]=[CH:37][CH:36]=[C:35]([CH2:39][C@H:40]([NH:45][C:46](=[O:78])[C@@H:47]([NH:70][C:71]([O:73][C:74]([CH3:77])([CH3:76])[CH3:75])=[O:72])[CH2:48][C@@H:49]([O:62][Si](C(C)(C)C)(C)C)[CH2:50][NH:51][C:52]([O:54][CH2:55][C:56]3[CH:61]=[CH:60][CH:59]=[CH:58][CH:57]=3)=[O:53])[C:41]([O:43][CH3:44])=[O:42])[CH:34]=2)=[CH:29][C:28]=1[CH2:79][C@H:80]([NH:90][C:91]([O:93][CH2:94][C:95]1[CH:100]=[CH:99][CH:98]=[CH:97][CH:96]=1)=[O:92])[C:81]([O:83]CC[Si](C)(C)C)=[O:82])[C:20]1[CH:25]=[CH:24][CH:23]=[CH:22][CH:21]=1.CN(C=O)C.Cl. Product: [CH2:19]([O:26][C:27]1[CH:32]=[CH:31][C:30]([C:33]2[CH:38]=[CH:37][CH:36]=[C:35]([CH2:39][C@H:40]([NH:45][C:46](=[O:78])[C@@H:47]([NH:70][C:71]([O:73][C:74]([CH3:75])([CH3:77])[CH3:76])=[O:72])[CH2:48][C@@H:49]([OH:62])[CH2:50][NH:51][C:52]([O:54][CH2:55][C:56]3[CH:57]=[CH:58][CH:59]=[CH:60][CH:61]=3)=[O:53])[C:41]([O:43][CH3:44])=[O:42])[CH:34]=2)=[CH:29][C:28]=1[CH2:79][C@H:80]([NH:90][C:91]([O:93][CH2:94][C:95]1[CH:96]=[CH:97][CH:98]=[CH:99][CH:100]=1)=[O:92])[C:81]([OH:83])=[O:82])[C:20]1[CH:21]=[CH:22][CH:23]=[CH:24][CH:25]=1. The catalyst class is: 1.